Dataset: NCI-60 drug combinations with 297,098 pairs across 59 cell lines. Task: Regression. Given two drug SMILES strings and cell line genomic features, predict the synergy score measuring deviation from expected non-interaction effect. (1) Drug 1: CCC1(CC2CC(C3=C(CCN(C2)C1)C4=CC=CC=C4N3)(C5=C(C=C6C(=C5)C78CCN9C7C(C=CC9)(C(C(C8N6C)(C(=O)OC)O)OC(=O)C)CC)OC)C(=O)OC)O.OS(=O)(=O)O. Drug 2: CS(=O)(=O)OCCCCOS(=O)(=O)C. Cell line: HCT-15. Synergy scores: CSS=4.72, Synergy_ZIP=-2.94, Synergy_Bliss=-5.35, Synergy_Loewe=1.91, Synergy_HSA=-5.66. (2) Drug 1: C1=CC(=CC=C1CCC2=CNC3=C2C(=O)NC(=N3)N)C(=O)NC(CCC(=O)O)C(=O)O. Drug 2: CN(CC1=CN=C2C(=N1)C(=NC(=N2)N)N)C3=CC=C(C=C3)C(=O)NC(CCC(=O)O)C(=O)O. Cell line: HOP-62. Synergy scores: CSS=36.4, Synergy_ZIP=-7.88, Synergy_Bliss=-3.07, Synergy_Loewe=-3.05, Synergy_HSA=0.790. (3) Drug 1: C1=C(C(=O)NC(=O)N1)F. Drug 2: C1C(C(OC1N2C=NC3=C2NC=NCC3O)CO)O. Cell line: K-562. Synergy scores: CSS=38.4, Synergy_ZIP=-6.44, Synergy_Bliss=-11.2, Synergy_Loewe=-17.5, Synergy_HSA=-10.5. (4) Drug 1: CN(C)C1=NC(=NC(=N1)N(C)C)N(C)C. Drug 2: C1C(C(OC1N2C=NC3=C(N=C(N=C32)Cl)N)CO)O. Cell line: A549. Synergy scores: CSS=1.13, Synergy_ZIP=2.40, Synergy_Bliss=3.30, Synergy_Loewe=-1.47, Synergy_HSA=-1.31. (5) Drug 1: C1=CC(=C2C(=C1NCCNCCO)C(=O)C3=C(C=CC(=C3C2=O)O)O)NCCNCCO. Drug 2: CCN(CC)CCNC(=O)C1=C(NC(=C1C)C=C2C3=C(C=CC(=C3)F)NC2=O)C. Cell line: NCI-H226. Synergy scores: CSS=46.9, Synergy_ZIP=7.11, Synergy_Bliss=5.16, Synergy_Loewe=-13.2, Synergy_HSA=3.15. (6) Drug 1: C1CC(CNC1)C2=CC=C(C=C2)N3C=C4C=CC=C(C4=N3)C(=O)N. Drug 2: CN1C=C(C=N1)C2=C3N=C(C(=C(N3N=C2)N)Br)C4CCCNC4. Cell line: NCIH23. Synergy scores: CSS=60.3, Synergy_ZIP=-2.91, Synergy_Bliss=-5.45, Synergy_Loewe=-5.59, Synergy_HSA=-0.783.